This data is from Full USPTO retrosynthesis dataset with 1.9M reactions from patents (1976-2016). The task is: Predict the reactants needed to synthesize the given product. (1) Given the product [C:19]12([CH2:29][C:30]([NH:1][N:2]3[N:11]=[C:10]([CH:12]4[CH2:17][CH2:16][CH2:15][CH2:14][CH2:13]4)[C:9]4[C:4](=[CH:5][CH:6]=[CH:7][CH:8]=4)[C:3]3=[O:18])=[O:31])[CH2:26][CH:25]3[CH2:24][CH:23]([CH2:22][CH:21]([CH2:27]3)[CH2:20]1)[CH2:28]2, predict the reactants needed to synthesize it. The reactants are: [NH2:1][N:2]1[N:11]=[C:10]([CH:12]2[CH2:17][CH2:16][CH2:15][CH2:14][CH2:13]2)[C:9]2[C:4](=[CH:5][CH:6]=[CH:7][CH:8]=2)[C:3]1=[O:18].[C:19]12([CH2:29][C:30](Cl)=[O:31])[CH2:28][CH:23]3[CH2:24][CH:25]([CH2:27][CH:21]([CH2:22]3)[CH2:20]1)[CH2:26]2. (2) Given the product [Cl:1][C:2]1[N:7]2[C:25]([NH:24][C:26]3[CH:35]=[CH:34][C:29]4[O:30][CH2:31][CH2:32][O:33][C:28]=4[CH:27]=3)=[C:14]([C:13]3[C:16]([F:20])=[CH:17][CH:18]=[CH:19][C:12]=3[Cl:11])[N:8]=[C:6]2[CH:5]=[CH:4][C:3]=1[O:9][CH3:10], predict the reactants needed to synthesize it. The reactants are: [Cl:1][C:2]1[N:7]=[C:6]([NH2:8])[CH:5]=[CH:4][C:3]=1[O:9][CH3:10].[Cl:11][C:12]1[CH:19]=[CH:18][CH:17]=[C:16]([F:20])[C:13]=1[CH:14]=O.C(Cl)Cl.[N+:24]([C:26]1[CH:35]=[CH:34][C:29]2[O:30][CH2:31][CH2:32][O:33][C:28]=2[CH:27]=1)#[C-:25]. (3) The reactants are: [C:1]([O:7][CH2:8][CH2:9][C@@H:10]1[O:41][C@@H:14]2[C@H:15]([OH:40])[C@@H:16]3[O:21][C@H:20]([CH2:22][CH:23]4[CH2:27][O:26][C:25]([CH3:29])([CH3:28])[O:24]4)[C@H:19]([O:30][Si](C(C)C)(C(C)C)OC)[C@@H:17]3[O:18][C@H:13]2[CH2:12][CH2:11]1)(=[O:6])[C:2]([CH3:5])([CH3:4])[CH3:3].CCCC[N+](CCCC)(CCCC)CCCC.[F-]. Given the product [C:1]([O:7][CH2:8][CH2:9][C@@H:10]1[O:41][C@@H:14]2[C@H:15]([OH:40])[C@@H:16]3[O:21][C@H:20]([CH2:22][CH:23]4[CH2:27][O:26][C:25]([CH3:29])([CH3:28])[O:24]4)[C@H:19]([OH:30])[C@@H:17]3[O:18][C@H:13]2[CH2:12][CH2:11]1)(=[O:6])[C:2]([CH3:5])([CH3:4])[CH3:3], predict the reactants needed to synthesize it. (4) Given the product [CH3:1][O:2][C:3]1[CH:8]=[CH:7][C:6]([C:9]([NH:21][CH2:22][CH2:23][CH2:24][CH2:25][CH2:26][C:27]([N:29]2[C:40]3[C:32](=[C:33]4[C:37](=[CH:38][CH:39]=3)[NH:36][CH:35]([C:41]([N:43]3[C:54]5[C:46](=[C:47]6[C:51](=[CH:52][CH:53]=5)[NH:50][CH:49]([C:55]([N:57]5[C:68]7[C:60](=[C:61]8[C:65](=[CH:66][CH:67]=7)[NH:64][CH:63]([C:69]([OH:71])=[O:70])[CH2:62]8)[CH:59]=[CH:58]5)=[O:56])[CH2:48]6)[CH:45]=[CH:44]3)=[O:42])[CH2:34]4)[CH:31]=[CH:30]2)=[O:28])([C:15]2[CH:20]=[CH:19][CH:18]=[CH:17][CH:16]=2)/[C:10](/[CH3:14])=[CH:11]/[CH:12]=[CH2:13])=[CH:5][CH:4]=1, predict the reactants needed to synthesize it. The reactants are: [CH3:1][O:2][C:3]1[CH:8]=[CH:7][C:6]([C:9]([NH:21][CH2:22][CH2:23][CH2:24][CH2:25][CH2:26][C:27]([N:29]2[C:40]3[C:32](=[C:33]4[C:37](=[CH:38][CH:39]=3)[NH:36][CH:35]([C:41]([N:43]3[C:54]5[C:46](=[C:47]6[C:51](=[CH:52][CH:53]=5)[NH:50][CH:49]([C:55]([N:57]5[C:68]7[C:60](=[C:61]8[C:65](=[CH:66][CH:67]=7)[NH:64][CH:63]([C:69]([O:71]C)=[O:70])[CH2:62]8)[CH:59]=[CH:58]5)=[O:56])[CH2:48]6)[CH:45]=[CH:44]3)=[O:42])[CH2:34]4)[CH:31]=[CH:30]2)=[O:28])([C:15]2[CH:20]=[CH:19][CH:18]=[CH:17][CH:16]=2)/[C:10](/[CH3:14])=[CH:11]/[CH:12]=[CH2:13])=[CH:5][CH:4]=1.CO.[Li+].[OH-].C(O)(=O)CC(CC(O)=O)(C(O)=O)O. (5) Given the product [Cl:1][C:2]1[CH:7]=[C:6]2[NH:8][C:9](=[O:32])[C:10]3([CH:14]([CH2:15][C:16]([C:19]#[N:20])([CH3:18])[CH3:17])[NH:13][CH:12]([C:21]([NH:66][C:67]4[CH:68]=[CH:69][C:70]([O:71][CH2:72][CH2:73][OH:74])=[CH:75][CH:76]=4)=[O:22])[CH:11]3[C:24]3[CH:29]=[CH:28][CH:27]=[C:26]([Cl:30])[C:25]=3[F:31])[C:5]2=[CH:4][CH:3]=1, predict the reactants needed to synthesize it. The reactants are: [Cl:1][C:2]1[CH:7]=[C:6]2[NH:8][C:9](=[O:32])[C:10]3([CH:14]([CH2:15][C:16]([C:19]#[N:20])([CH3:18])[CH3:17])[NH:13][CH:12]([C:21](O)=[O:22])[CH:11]3[C:24]3[CH:29]=[CH:28][CH:27]=[C:26]([Cl:30])[C:25]=3[F:31])[C:5]2=[CH:4][CH:3]=1.CN(C(ON1N=NC2C=CC=NC1=2)=[N+](C)C)C.F[P-](F)(F)(F)(F)F.CCN(C(C)C)C(C)C.[NH2:66][C:67]1[CH:76]=[CH:75][C:70]([O:71][CH2:72][CH2:73][OH:74])=[CH:69][CH:68]=1.